Dataset: Forward reaction prediction with 1.9M reactions from USPTO patents (1976-2016). Task: Predict the product of the given reaction. (1) Given the reactants [CH3:1][O:2][C:3]1[CH:28]=[CH:27][C:6]([CH2:7][N:8]2[C:12]3=[N:13][CH:14]=[CH:15][C:16]([O:17][C:18]4[CH:23]=[CH:22][C:21]([NH2:24])=[CH:20][C:19]=4[F:25])=[C:11]3[C:10](I)=[N:9]2)=[CH:5][CH:4]=1.[CH3:29][N:30]1[CH:34]=[CH:33][N:32]=[C:31]1[Sn](CCCC)(CCCC)CCCC, predict the reaction product. The product is: [F:25][C:19]1[CH:20]=[C:21]([CH:22]=[CH:23][C:18]=1[O:17][C:16]1[CH:15]=[CH:14][N:13]=[C:12]2[N:8]([CH2:7][C:6]3[CH:27]=[CH:28][C:3]([O:2][CH3:1])=[CH:4][CH:5]=3)[N:9]=[C:10]([C:31]3[N:30]([CH3:29])[CH:34]=[CH:33][N:32]=3)[C:11]=12)[NH2:24]. (2) The product is: [CH3:28][O:27][C:25](=[O:26])[N:8]([CH2:1][C:2]1[CH:3]=[CH:4][CH:5]=[CH:6][CH:7]=1)[C@H:9]([C:10](=[O:11])[NH:12][CH3:13])[CH2:14][C:15]1[CH:16]=[CH:17][C:18]([N+:21]([O-:23])=[O:22])=[CH:19][CH:20]=1. Given the reactants [CH2:1]([NH:8][CH:9]([CH2:14][C:15]1[CH:20]=[CH:19][C:18]([N+:21]([O-:23])=[O:22])=[CH:17][CH:16]=1)[C:10]([NH:12][CH3:13])=[O:11])[C:2]1[CH:7]=[CH:6][CH:5]=[CH:4][CH:3]=1.Cl[C:25]([O:27][CH3:28])=[O:26], predict the reaction product.